The task is: Predict the product of the given reaction.. This data is from Forward reaction prediction with 1.9M reactions from USPTO patents (1976-2016). (1) Given the reactants ClC1C=CC=C(C(OO)=[O:9])C=1.[Cl:12][C:13]1[N:18]=[C:17]2[CH2:19][CH2:20][CH2:21][C:16]2=[CH:15][CH:14]=1, predict the reaction product. The product is: [Cl:12][C:13]1[N+:18]([O-:9])=[C:17]2[CH2:19][CH2:20][CH2:21][C:16]2=[CH:15][CH:14]=1. (2) Given the reactants Br[C:2]([F:9])([F:8])[C:3]([O:5][CH2:6][CH3:7])=[O:4].[O:10]1C[CH2:13][CH2:12][CH2:11]1.BrC(F)(F)C(OCC)=O.C(=O)CC.O1CCCC1.C(=O)CC, predict the reaction product. The product is: [CH2:6]([O:5][C:3](=[O:4])[C:2]([F:9])([F:8])[CH:11]([OH:10])[CH2:12][CH3:13])[CH3:7]. (3) Given the reactants [CH:7]1(C([CH:7]2[CH2:10][CH2:9][CH2:8]2)=O)[CH2:10][CH2:9][CH2:8]1.C(O)(=O)C.[CH3:15][NH:16][C:17]([C:19]1[CH:20]=[N:21][C:22]([O:25][CH2:26][C:27]2[CH:37]=[CH:36][C:30]3[CH2:31][CH2:32][NH:33][CH2:34][CH2:35][C:29]=3[CH:28]=2)=[CH:23][CH:24]=1)=[O:18].C(O[BH-](OC(=O)C)OC(=O)C)(=O)C.[Na+], predict the reaction product. The product is: [CH:7]1([N:33]2[CH2:32][CH2:31][C:30]3[CH:36]=[CH:37][C:27]([CH2:26][O:25][C:22]4[N:21]=[CH:20][C:19]([C:17]([NH:16][CH3:15])=[O:18])=[CH:24][CH:23]=4)=[CH:28][C:29]=3[CH2:35][CH2:34]2)[CH2:8][CH2:9][CH2:10]1. (4) Given the reactants Cl[CH2:2][CH2:3][N:4]1[CH2:9][CH2:8][O:7][CH2:6][CH2:5]1.[OH:10][C:11]1[CH:12]=[C:13]([CH:18]=[C:19]([O:21][CH3:22])[CH:20]=1)[C:14]([O:16][CH3:17])=[O:15].C([O-])([O-])=O.[K+].[K+].O, predict the reaction product. The product is: [CH3:22][O:21][C:19]1[CH:18]=[C:13]([CH:12]=[C:11]([O:10][CH2:2][CH2:3][N:4]2[CH2:9][CH2:8][O:7][CH2:6][CH2:5]2)[CH:20]=1)[C:14]([O:16][CH3:17])=[O:15]. (5) Given the reactants [OH:1][CH2:2][CH2:3][O:4][C:5]([N:7]1[C:16]2[C:11](=[N:12][C:13]([O:17][CH3:18])=[CH:14][CH:15]=2)[C@@H:10]([NH:19][C:20]2[N:25]=[C:24]([CH2:26][C:27]3[CH:32]=[C:31]([C:33]([F:36])([F:35])[F:34])[CH:30]=[C:29]([C:37]([F:40])([F:39])[F:38])[CH:28]=3)[C:23]([CH2:41][CH2:42][C:43]([O:45]C)=[O:44])=[CH:22][N:21]=2)[CH2:9][C@H:8]1[CH2:47][CH3:48])=[O:6].[OH-].[Na+].C(O)(=O)CC(CC(O)=O)(C(O)=O)O, predict the reaction product. The product is: [OH:1][CH2:2][CH2:3][O:4][C:5]([N:7]1[C:16]2[C:11](=[N:12][C:13]([O:17][CH3:18])=[CH:14][CH:15]=2)[C@@H:10]([NH:19][C:20]2[N:25]=[C:24]([CH2:26][C:27]3[CH:32]=[C:31]([C:33]([F:35])([F:36])[F:34])[CH:30]=[C:29]([C:37]([F:39])([F:38])[F:40])[CH:28]=3)[C:23]([CH2:41][CH2:42][C:43]([OH:45])=[O:44])=[CH:22][N:21]=2)[CH2:9][C@H:8]1[CH2:47][CH3:48])=[O:6]. (6) Given the reactants Br[C:2]1[CH:33]=[CH:32][C:5]([C:6]([N:8]([C:22]2[C:31]3[C:26](=[CH:27][CH:28]=[CH:29][CH:30]=3)[CH:25]=[CH:24][N:23]=2)[C@@H:9]2[CH2:14][CH2:13][CH2:12][N:11]([C:15]([O:17][C:18]([CH3:21])([CH3:20])[CH3:19])=[O:16])[CH2:10]2)=[O:7])=[CH:4][CH:3]=1.[B:34]1([B:34]2[O:38][C:37]([CH3:40])([CH3:39])[C:36]([CH3:42])([CH3:41])[O:35]2)[O:38][C:37]([CH3:40])([CH3:39])[C:36]([CH3:42])([CH3:41])[O:35]1.CC([O-])=O.[K+], predict the reaction product. The product is: [C:22]1([N:8]([C:6](=[O:7])[C:5]2[CH:32]=[CH:33][C:2]([B:34]3[O:38][C:37]([CH3:40])([CH3:39])[C:36]([CH3:42])([CH3:41])[O:35]3)=[CH:3][CH:4]=2)[C@@H:9]2[CH2:14][CH2:13][CH2:12][N:11]([C:15]([O:17][C:18]([CH3:19])([CH3:20])[CH3:21])=[O:16])[CH2:10]2)[C:31]2[C:26](=[CH:27][CH:28]=[CH:29][CH:30]=2)[CH:25]=[CH:24][N:23]=1. (7) The product is: [CH3:1][O:2][C:3]([C:4]1[CH:5]=[C:6]([C:17]2[CH:18]=[CH:19][C:20]([O:21][CH3:22])=[C:15]([F:14])[CH:16]=2)[C:7]([O:10][CH3:11])=[CH:8][CH:9]=1)=[O:13]. Given the reactants [CH3:1][O:2][C:3](=[O:13])[C:4]1[CH:9]=[CH:8][C:7]([O:10][CH3:11])=[C:6](Br)[CH:5]=1.[F:14][C:15]1[CH:16]=[C:17](B(O)O)[CH:18]=[CH:19][C:20]=1[O:21][CH3:22].C(=O)(O)[O-].[Na+].C1(C)C=CC=CC=1, predict the reaction product. (8) Given the reactants [CH:1]1([NH:7][CH2:8][CH2:9][CH2:10][NH:11][C:12](=[O:35])[CH2:13][C:14]2[C:22]3[C:17](=[CH:18][CH:19]=[C:20]([O:23][CH3:24])[CH:21]=3)[N:16]([C:25](=[O:33])[C:26]3[CH:31]=[CH:30][C:29]([Cl:32])=[CH:28][CH:27]=3)[C:15]=2[CH3:34])[CH2:6][CH2:5][CH2:4][CH2:3][CH2:2]1.C(N(C(C)C)CC)(C)C.[C:45](Cl)(=[O:47])[CH3:46], predict the reaction product. The product is: [C:45]([CH:8]([NH:7][CH:1]1[CH2:2][CH2:3][CH2:4][CH2:5][CH2:6]1)[CH2:9][CH2:10][NH:11][C:12](=[O:35])[CH2:13][C:14]1[C:22]2[C:17](=[CH:18][CH:19]=[C:20]([O:23][CH3:24])[CH:21]=2)[N:16]([C:25](=[O:33])[C:26]2[CH:27]=[CH:28][C:29]([Cl:32])=[CH:30][CH:31]=2)[C:15]=1[CH3:34])(=[O:47])[CH3:46].